This data is from Reaction yield outcomes from USPTO patents with 853,638 reactions. The task is: Predict the reaction yield, written as a fraction of the theoretical maximum amount of product (1.0 means a 100% yield; for example, 0.34 means a 34% yield). The reactants are C([O:8][N:9]1[C:15](=[O:16])[N:14]2[CH2:17][C@H:10]1[CH2:11][CH2:12][C@H:13]2[C:18]([NH:20][N:21]1[CH2:26][CH2:25][O:24][CH2:23][CH2:22]1)=[O:19])C1C=CC=CC=1.[H][H]. The catalyst is CO.[Pd]. The product is [OH:8][N:9]1[C:15](=[O:16])[N:14]2[CH2:17][C@H:10]1[CH2:11][CH2:12][C@H:13]2[C:18]([NH:20][N:21]1[CH2:26][CH2:25][O:24][CH2:23][CH2:22]1)=[O:19]. The yield is 1.00.